The task is: Predict the product of the given reaction.. This data is from Forward reaction prediction with 1.9M reactions from USPTO patents (1976-2016). (1) Given the reactants [CH2:1]1[C@H:5]([N:6]2[C:10]3[N:11]=[CH:12][N:13]=[C:14]([NH2:15])[C:9]=3[N:8]=[CH:7]2)[O:4][C@H:3]([CH2:16][OH:17])[C@H:2]1[OH:18], predict the reaction product. The product is: [CH2:1]1[C@@H:5]([N:6]2[C:10]3[N:11]=[CH:12][N:13]=[C:14]([NH2:15])[C:9]=3[N:8]=[CH:7]2)[O:4][C@@H:3]([CH2:16][OH:17])[C@@H:2]1[OH:18]. (2) Given the reactants Br[C:2]1[CH:14]=[C:13]([F:15])[C:5]2[N:6]=[C:7]([NH:9][C:10](=[O:12])[CH3:11])[S:8][C:4]=2[CH:3]=1.[CH3:16][C:17]1([CH3:33])[C:21]([CH3:23])([CH3:22])[O:20][B:19]([B:19]2[O:20][C:21]([CH3:23])([CH3:22])[C:17]([CH3:33])([CH3:16])[O:18]2)[O:18]1.C([O-])(=O)C.[K+], predict the reaction product. The product is: [F:15][C:13]1[C:5]2[N:6]=[C:7]([NH:9][C:10](=[O:12])[CH3:11])[S:8][C:4]=2[CH:3]=[C:2]([B:19]2[O:20][C:21]([CH3:23])([CH3:22])[C:17]([CH3:33])([CH3:16])[O:18]2)[CH:14]=1. (3) Given the reactants Cl[C:2]1[CH:3]=[N:4][CH:5]=[CH:6][C:7]=1[C:8]1[N:13]=[C:12]([CH3:14])[N:11]=[C:10]([N:15]([CH2:25][C:26]2[CH:31]=[CH:30][C:29]([O:32][CH3:33])=[CH:28][CH:27]=2)[CH2:16][C:17]2[CH:22]=[CH:21][C:20]([O:23][CH3:24])=[CH:19][CH:18]=2)[N:9]=1.[NH2:34][C:35]1[CH:36]=[CH:37][C:38]([O:41][CH3:42])=[N:39][CH:40]=1.CC([O-])(C)C.[Na+].O1CCOCC1, predict the reaction product. The product is: [CH3:24][O:23][C:20]1[CH:21]=[CH:22][C:17]([CH2:16][N:15]([CH2:25][C:26]2[CH:31]=[CH:30][C:29]([O:32][CH3:33])=[CH:28][CH:27]=2)[C:10]2[N:9]=[C:8]([C:7]3[CH:6]=[CH:5][N:4]=[CH:3][C:2]=3[NH:34][C:35]3[CH:40]=[N:39][C:38]([O:41][CH3:42])=[CH:37][CH:36]=3)[N:13]=[C:12]([CH3:14])[N:11]=2)=[CH:18][CH:19]=1. (4) Given the reactants C(B1[O:11][C@H:10]2[CH2:12][C@H:7]([C@H:8]([CH2:25][CH2:26][C@@H:27](O)[CH2:28][CH2:29][C:30]3[CH:35]=[CH:34][CH:33]=[CH:32][CH:31]=3)[C@H:9]2[CH2:13]/[CH:14]=[CH:15]\[CH2:16][CH2:17][CH2:18][C:19]([O:21][CH:22]([CH3:24])[CH3:23])=[O:20])[O:6]1)CCC.[O:37]=[C:38]([O:44][CH2:45][CH:46]([CH2:50][C:51]#[CH:52])[CH2:47][C:48]#[CH:49])[CH2:39][CH2:40][C:41]([OH:43])=[O:42].C1CCC(N=C=NC2CCCCC2)CC1, predict the reaction product. The product is: [C:41]([O:43][C@@H:27]([CH2:28][CH2:29][C:30]1[CH:31]=[CH:32][CH:33]=[CH:34][CH:35]=1)[CH2:26][CH2:25][C@H:8]1[C@H:7]([OH:6])[CH2:12][C@H:10]([OH:11])[C@@H:9]1[CH2:13]/[CH:14]=[CH:15]\[CH2:16][CH2:17][CH2:18][C:19]([O:21][CH:22]([CH3:24])[CH3:23])=[O:20])(=[O:42])[CH2:40][CH2:39][C:38]([O:44][CH2:45][CH:46]([CH2:47][C:48]#[CH:49])[CH2:50][C:51]#[CH:52])=[O:37]. (5) Given the reactants [C:1]1([CH2:7][CH2:8][N:9]2[CH2:14][CH2:13][C:12]3([CH2:23][C:22](=[O:24])[C:21]4[C:16](=[CH:17][CH:18]=[C:19](/[CH:25]=[CH:26]/[C:27](O)=[O:28])[CH:20]=4)[O:15]3)[CH2:11][CH2:10]2)[CH:6]=[CH:5][CH:4]=[CH:3][CH:2]=1.[NH2:30][O:31][CH:32]1[CH2:37][CH2:36][CH2:35][CH2:34][O:33]1, predict the reaction product. The product is: [C:1]1([CH2:7][CH2:8][N:9]2[CH2:14][CH2:13][C:12]3([CH2:23][C:22](=[O:24])[C:21]4[C:16](=[CH:17][CH:18]=[C:19](/[CH:25]=[CH:26]/[C:27]([NH:30][O:31][CH:32]5[CH2:37][CH2:36][CH2:35][CH2:34][O:33]5)=[O:28])[CH:20]=4)[O:15]3)[CH2:11][CH2:10]2)[CH:6]=[CH:5][CH:4]=[CH:3][CH:2]=1. (6) Given the reactants [ClH:1].Cl.[NH2:3][C@@H:4]([CH2:7][C:8]1[CH:13]=[CH:12][C:11]([O:14][C:15]2[N:20]=[CH:19][CH:18]=[CH:17][N:16]=2)=[CH:10][CH:9]=1)[CH2:5][OH:6].C(N(CC)C(C)C)(C)C.[O:30]([CH2:37][C@H:38]1[O:40][CH2:39]1)[C:31]1[CH:36]=[CH:35][CH:34]=[CH:33][CH:32]=1, predict the reaction product. The product is: [ClH:1].[ClH:1].[OH:40][C@H:38]([CH2:37][O:30][C:31]1[CH:36]=[CH:35][CH:34]=[CH:33][CH:32]=1)[CH2:39][NH:3][C@@H:4]([CH2:7][C:8]1[CH:9]=[CH:10][C:11]([O:14][C:15]2[N:16]=[CH:17][CH:18]=[CH:19][N:20]=2)=[CH:12][CH:13]=1)[CH2:5][OH:6]. (7) The product is: [ClH:80].[OH:10][C@H:8]1[CH2:9][N:5]([C:3](=[O:4])[C@@H:2]([NH:1][C:44]([C@@H:39]2[CH2:40][O:41][CH2:42][CH2:43][NH:38]2)=[O:45])[C:27]([CH3:30])([CH3:29])[CH3:28])[C@H:6]([C:11](=[O:12])[NH:13][CH2:14][C:15]2[CH:20]=[CH:19][C:18]([C:21]3[S:25][CH:24]=[N:23][C:22]=3[CH3:26])=[CH:17][CH:16]=2)[CH2:7]1. Given the reactants [NH2:1][C@@H:2]([C:27]([CH3:30])([CH3:29])[CH3:28])[C:3]([N:5]1[CH2:9][C@H:8]([OH:10])[CH2:7][C@H:6]1[C:11]([NH:13][CH2:14][C:15]1[CH:20]=[CH:19][C:18]([C:21]2[S:25][CH:24]=[N:23][C:22]=2[CH3:26])=[CH:17][CH:16]=1)=[O:12])=[O:4].C(OC([N:38]1[CH2:43][CH2:42][O:41][CH2:40][C@H:39]1[C:44](O)=[O:45])=O)(C)(C)C.CCN(C(C)C)C(C)C.CN(C(ON1N=NC2C=CC=NC1=2)=[N+](C)C)C.F[P-](F)(F)(F)(F)F.[ClH:80].O1CCOCC1, predict the reaction product.